From a dataset of Catalyst prediction with 721,799 reactions and 888 catalyst types from USPTO. Predict which catalyst facilitates the given reaction. (1) Reactant: [NH:1]1[C:11]2[C:6](=[CH:7][CH:8]=[CH:9][CH:10]=2)[C:4](=[O:5])[C:2]1=[O:3].[N+:12]([CH3:15])([O-:14])=[O:13]. Product: [OH:5][C:4]1([CH2:15][N+:12]([O-:14])=[O:13])[C:6]2[C:11](=[CH:10][CH:9]=[CH:8][CH:7]=2)[NH:1][C:2]1=[O:3]. The catalyst class is: 6. (2) Reactant: [F:1][C:2]1[C:24]([F:25])=[CH:23][CH:22]=[CH:21][C:3]=1[CH2:4][CH2:5][C:6]1[CH:11]=[CH:10][C:9]([O:12][CH2:13][CH2:14][CH2:15][CH2:16][CH2:17][CH3:18])=[C:8]([F:19])[C:7]=1[F:20].C([Li])(CC)C.[F:31][C:32]1[C:37]([F:38])=[C:36]([O:39][CH2:40][CH3:41])[CH:35]=[CH:34][C:33]=1[CH:42]1[CH2:47][CH2:46][C:45](=O)[CH2:44][CH2:43]1.Cl. Product: [F:20][C:7]1[C:8]([F:19])=[C:9]([O:12][CH2:13][CH2:14][CH2:15][CH2:16][CH2:17][CH3:18])[CH:10]=[CH:11][C:6]=1[CH2:5][CH2:4][C:3]1[CH:21]=[CH:22][C:23]([C:45]2[CH2:46][CH2:47][CH:42]([C:33]3[CH:34]=[CH:35][C:36]([O:39][CH2:40][CH3:41])=[C:37]([F:38])[C:32]=3[F:31])[CH2:43][CH:44]=2)=[C:24]([F:25])[C:2]=1[F:1]. The catalyst class is: 476.